Dataset: Forward reaction prediction with 1.9M reactions from USPTO patents (1976-2016). Task: Predict the product of the given reaction. (1) Given the reactants [NH2:1][C:2]1[CH:3]=[C:4]2[C:8](=[CH:9][CH:10]=1)[N:7]([C:11]1[CH:16]=[CH:15][C:14]([NH2:17])=[CH:13][C:12]=1[F:18])[N:6]=[CH:5]2.[CH3:19][N:20]([CH3:30])[C:21]1[CH:29]=[CH:28][C:24]([C:25]([O-])=[O:26])=[CH:23][CH:22]=1, predict the reaction product. The product is: [NH2:17][C:14]1[CH:15]=[CH:16][C:11]([N:7]2[C:8]3[C:4](=[CH:3][C:2]([NH:1][C:25](=[O:26])[C:24]4[CH:23]=[CH:22][C:21]([N:20]([CH3:19])[CH3:30])=[CH:29][CH:28]=4)=[CH:10][CH:9]=3)[CH:5]=[N:6]2)=[C:12]([F:18])[CH:13]=1. (2) Given the reactants Cl.[CH3:2][O:3][C:4](=[O:14])[C@H:5]([CH2:7][C:8]1[CH:13]=[CH:12][CH:11]=[CH:10][CH:9]=1)[NH2:6].[C:15](=N)([C:22]1[CH:27]=[CH:26][CH:25]=[CH:24][CH:23]=1)[C:16]1[CH:21]=[CH:20][CH:19]=[CH:18][CH:17]=1, predict the reaction product. The product is: [CH3:2][O:3][C:4](=[O:14])[C@H:5]([CH2:7][C:8]1[CH:13]=[CH:12][CH:11]=[CH:10][CH:9]=1)[N:6]=[C:15]([C:16]1[CH:21]=[CH:20][CH:19]=[CH:18][CH:17]=1)[C:22]1[CH:27]=[CH:26][CH:25]=[CH:24][CH:23]=1. (3) Given the reactants [C:1]([O:5][C:6]([N:8]1[CH2:12][CH2:11][CH2:10][CH:9]1[C:13]1[S:14][C:15]([C:18]2[CH:23]=[CH:22][C:21](Br)=[CH:20][CH:19]=2)=[CH:16][N:17]=1)=[O:7])([CH3:4])([CH3:3])[CH3:2].[B:25]1([B:25]2[O:29][C:28]([CH3:31])([CH3:30])[C:27]([CH3:33])([CH3:32])[O:26]2)[O:29][C:28]([CH3:31])([CH3:30])[C:27]([CH3:33])([CH3:32])[O:26]1.C([O-])(=O)C.[K+], predict the reaction product. The product is: [C:1]([O:5][C:6]([N:8]1[CH2:12][CH2:11][CH2:10][CH:9]1[C:13]1[S:14][C:15]([C:18]2[CH:23]=[CH:22][C:21]([B:25]3[O:29][C:28]([CH3:31])([CH3:30])[C:27]([CH3:33])([CH3:32])[O:26]3)=[CH:20][CH:19]=2)=[CH:16][N:17]=1)=[O:7])([CH3:4])([CH3:3])[CH3:2]. (4) Given the reactants [C:1]([O:5][C:6]([N:8]1[C:16]2[C:11](=[CH:12][CH:13]=[C:14](SC)[CH:15]=2)[CH:10]=[C:9]1[CH3:19])=[O:7])([CH3:4])([CH3:3])[CH3:2].O[O:21][S:22]([O-:24])=O.[K+].[CH3:26]O.O, predict the reaction product. The product is: [C:1]([O:5][C:6]([N:8]1[C:16]2[C:11](=[CH:12][CH:13]=[C:14]([S:22]([CH3:26])(=[O:24])=[O:21])[CH:15]=2)[CH:10]=[C:9]1[CH3:19])=[O:7])([CH3:4])([CH3:3])[CH3:2]. (5) Given the reactants [CH2:1]([Li])[CH2:2][CH2:3][CH3:4].[O:6]1[C:11]2[CH:12]=CC(C=O)=[CH:15][C:10]=2[O:9][CH2:8][CH2:7]1, predict the reaction product. The product is: [CH:3]([C:2]1[CH:1]=[CH:12][C:11]2[O:6][CH2:7][CH2:8][O:9][C:10]=2[CH:15]=1)=[CH2:4]. (6) Given the reactants Br[C:2]1[CH:3]=[C:4]2[C:8](=[CH:9][CH:10]=1)[N:7]([CH2:11][CH2:12][CH:13]1[CH2:17][CH2:16][CH2:15][N:14]1[CH3:18])[C:6]([C:19]1[CH:24]=[CH:23][C:22]([N+:25]([O-:27])=[O:26])=[CH:21][CH:20]=1)=[CH:5]2.C(P(C(C)(C)C)C(C)(C)C)(C)(C)C.C[Si]([N-:45][Si](C)(C)C)(C)C.[Li+].C(OCC)(=O)C, predict the reaction product. The product is: [CH3:18][N:14]1[CH2:15][CH2:16][CH2:17][CH:13]1[CH2:12][CH2:11][N:7]1[C:8]2[C:4](=[CH:3][C:2]([NH2:45])=[CH:10][CH:9]=2)[CH:5]=[C:6]1[C:19]1[CH:24]=[CH:23][C:22]([N+:25]([O-:27])=[O:26])=[CH:21][CH:20]=1. (7) Given the reactants [NH2:1][C:2]1[CH:11]=[C:10]([F:12])[C:5]([C:6]([O:8][CH3:9])=[O:7])=[C:4]([F:13])[CH:3]=1.[I:14][C:15]1[CH:20]=[CH:19][C:18]([S:21](Cl)(=[O:23])=[O:22])=[CH:17][CH:16]=1.N1C=CC=CC=1, predict the reaction product. The product is: [F:13][C:4]1[CH:3]=[C:2]([NH:1][S:21]([C:18]2[CH:19]=[CH:20][C:15]([I:14])=[CH:16][CH:17]=2)(=[O:23])=[O:22])[CH:11]=[C:10]([F:12])[C:5]=1[C:6]([O:8][CH3:9])=[O:7].